From a dataset of NCI-60 drug combinations with 297,098 pairs across 59 cell lines. Regression. Given two drug SMILES strings and cell line genomic features, predict the synergy score measuring deviation from expected non-interaction effect. (1) Drug 1: CC1=C(C=C(C=C1)NC2=NC=CC(=N2)N(C)C3=CC4=NN(C(=C4C=C3)C)C)S(=O)(=O)N.Cl. Drug 2: C1=NNC2=C1C(=O)NC=N2. Cell line: EKVX. Synergy scores: CSS=2.76, Synergy_ZIP=-2.53, Synergy_Bliss=-5.23, Synergy_Loewe=-5.97, Synergy_HSA=-5.81. (2) Drug 1: C1=NC2=C(N=C(N=C2N1C3C(C(C(O3)CO)O)O)F)N. Drug 2: CCC1(C2=C(COC1=O)C(=O)N3CC4=CC5=C(C=CC(=C5CN(C)C)O)N=C4C3=C2)O.Cl. Cell line: SNB-19. Synergy scores: CSS=39.0, Synergy_ZIP=-8.28, Synergy_Bliss=-5.45, Synergy_Loewe=-21.7, Synergy_HSA=-3.25. (3) Drug 1: CCC(=C(C1=CC=CC=C1)C2=CC=C(C=C2)OCCN(C)C)C3=CC=CC=C3.C(C(=O)O)C(CC(=O)O)(C(=O)O)O. Drug 2: CC12CCC3C(C1CCC2OP(=O)(O)O)CCC4=C3C=CC(=C4)OC(=O)N(CCCl)CCCl.[Na+]. Cell line: MDA-MB-435. Synergy scores: CSS=13.0, Synergy_ZIP=-7.58, Synergy_Bliss=-7.81, Synergy_Loewe=-4.75, Synergy_HSA=-4.57. (4) Drug 1: C1CN(CCN1C(=O)CCBr)C(=O)CCBr. Drug 2: CC1C(C(CC(O1)OC2CC(CC3=C2C(=C4C(=C3O)C(=O)C5=CC=CC=C5C4=O)O)(C(=O)C)O)N)O. Cell line: SF-268. Synergy scores: CSS=44.8, Synergy_ZIP=-6.63, Synergy_Bliss=-4.59, Synergy_Loewe=-2.21, Synergy_HSA=-0.673.